This data is from Full USPTO retrosynthesis dataset with 1.9M reactions from patents (1976-2016). The task is: Predict the reactants needed to synthesize the given product. (1) Given the product [NH2:1][C:4]1[CH:5]=[C:6]2[CH2:22][C:11]3([O:16][C:15]4[CH:17]=[CH:18][CH:19]=[N:20][C:14]=4[NH:13][C:12]3=[S:21])[CH2:10][C:7]2=[N:8][CH:9]=1, predict the reactants needed to synthesize it. The reactants are: [N+:1]([C:4]1[CH:5]=[C:6]2[CH2:22][C:11]3([O:16][C:15]4[CH:17]=[CH:18][CH:19]=[N:20][C:14]=4[NH:13][C:12]3=[S:21])[CH2:10][C:7]2=[N:8][CH:9]=1)([O-])=O.O.[Cl-].[NH4+]. (2) Given the product [NH2:1][C:2]1[C:11]2[CH:10]=[CH:9][CH:8]=[C:7]([C:20]3[CH:21]=[CH:22][CH:23]=[C:24]([O:25][CH3:26])[C:19]=3[F:18])[C:6]=2[N:5]=[C:4]2[CH2:13][N:14]([CH3:17])[C:15](=[O:16])[C:3]=12, predict the reactants needed to synthesize it. The reactants are: [NH2:1][C:2]1[C:11]2[CH:10]=[CH:9][CH:8]=[C:7](Br)[C:6]=2[N:5]=[C:4]2[CH2:13][N:14]([CH3:17])[C:15](=[O:16])[C:3]=12.[F:18][C:19]1[C:24]([O:25][CH3:26])=[CH:23][CH:22]=[CH:21][C:20]=1B(O)O. (3) Given the product [CH3:22][C:17]1([CH3:23])[C:18]([CH3:21])([CH3:20])[O:19][B:15]([C:2]2[C:11]3[C:6](=[CH:7][CH:8]=[CH:9][CH:10]=3)[C:5]([C:12]([OH:14])=[O:13])=[CH:4][CH:3]=2)[O:16]1, predict the reactants needed to synthesize it. The reactants are: Br[C:2]1[C:11]2[C:6](=[CH:7][CH:8]=[CH:9][CH:10]=2)[C:5]([C:12]([OH:14])=[O:13])=[CH:4][CH:3]=1.[B:15]1([B:15]2[O:19][C:18]([CH3:21])([CH3:20])[C:17]([CH3:23])([CH3:22])[O:16]2)[O:19][C:18]([CH3:21])([CH3:20])[C:17]([CH3:23])([CH3:22])[O:16]1.[F-].[Cs+].C1(P(C2C=CC=CC=2)C2C=CC=CC=2)C=CC=CC=1. (4) Given the product [OH:1][CH:2]([C:23]1[N:24]=[C:25]([C:28]2[CH:29]=[CH:30][CH:31]=[CH:32][CH:33]=2)[S:26][CH:27]=1)[CH:3]([CH2:9][C:10]1[CH:15]=[CH:14][CH:13]=[C:12]([O:16][C:17]([F:21])([F:22])[CH:18]([F:19])[F:20])[CH:11]=1)[C:4]([OH:6])=[O:5], predict the reactants needed to synthesize it. The reactants are: [OH:1][CH:2]([C:23]1[N:24]=[C:25]([C:28]2[CH:33]=[CH:32][CH:31]=[CH:30][CH:29]=2)[S:26][CH:27]=1)[CH:3]([CH2:9][C:10]1[CH:15]=[CH:14][CH:13]=[C:12]([O:16][C:17]([F:22])([F:21])[CH:18]([F:20])[F:19])[CH:11]=1)[C:4]([O:6]CC)=[O:5].[OH-].[Na+]. (5) Given the product [Cl:18][C:19]1[CH:24]=[C:23]([N+:25]([O-:27])=[O:26])[CH:22]=[C:21]([Cl:28])[C:20]=1[O:1][C:2]1[CH:17]=[CH:16][C:5]([CH2:6][CH2:7][NH:8][C:9](=[O:15])[O:10][C:11]([CH3:14])([CH3:12])[CH3:13])=[CH:4][CH:3]=1, predict the reactants needed to synthesize it. The reactants are: [OH:1][C:2]1[CH:17]=[CH:16][C:5]([CH2:6][CH2:7][NH:8][C:9](=[O:15])[O:10][C:11]([CH3:14])([CH3:13])[CH3:12])=[CH:4][CH:3]=1.[Cl:18][C:19]1[CH:24]=[C:23]([N+:25]([O-:27])=[O:26])[CH:22]=[C:21]([Cl:28])[C:20]=1F.C(=O)([O-])[O-].[K+].[K+]. (6) Given the product [C:1]([C:3]1[CH:10]=[CH:9][C:18]([C:19]([OH:14])=[O:12])=[CH:5][CH:4]=1)#[CH:2], predict the reactants needed to synthesize it. The reactants are: [C:1]([C:3]1[CH:10]=[CH:9]C(C#N)=[CH:5][CH:4]=1)#[CH:2].[Li+].[OH-:12].Cl.[O:14]1[CH2:19][CH2:18]OCC1. (7) Given the product [C:23]1([C:29]2[C:38]([C:39](=[O:50])[C:40]3[CH:41]=[CH:42][C:43]([C:46]([F:48])([F:49])[F:47])=[CH:44][CH:45]=3)=[C:37]([CH:51]([CH3:52])[CH3:53])[CH:36]=[C:35]3[C:30]=2[C:31](=[O:56])[CH2:32][C:33]([CH3:54])([CH3:55])[O:34]3)[CH2:28][CH2:27][CH2:26][CH2:25][CH:24]=1, predict the reactants needed to synthesize it. The reactants are: CC(OI1(OC(C)=O)(OC(C)=O)OC(=O)C2C1=CC=CC=2)=O.[C:23]1([C:29]2[C:38]([CH:39]([OH:50])[C:40]3[CH:45]=[CH:44][C:43]([C:46]([F:49])([F:48])[F:47])=[CH:42][CH:41]=3)=[C:37]([CH:51]([CH3:53])[CH3:52])[CH:36]=[C:35]3[C:30]=2[C:31](=[O:56])[CH2:32][C:33]([CH3:55])([CH3:54])[O:34]3)[CH2:28][CH2:27][CH2:26][CH2:25][CH:24]=1. (8) Given the product [CH2:1]([O:3][C:4]1[CH:5]=[C:6]([CH:16]=[CH:17][CH:18]=1)[O:7][C:8]1[CH:15]=[CH:14][C:11]([CH2:12][NH2:13])=[CH:10][CH:9]=1)[CH3:2], predict the reactants needed to synthesize it. The reactants are: [CH2:1]([O:3][C:4]1[CH:5]=[C:6]([CH:16]=[CH:17][CH:18]=1)[O:7][C:8]1[CH:15]=[CH:14][C:11]([C:12]#[N:13])=[CH:10][CH:9]=1)[CH3:2].C1COCC1.[H-].[Al+3].[Li+].[H-].[H-].[H-].[OH-].[Na+].